From a dataset of Reaction yield outcomes from USPTO patents with 853,638 reactions. Predict the reaction yield, written as a fraction of the theoretical maximum amount of product (1.0 means a 100% yield; for example, 0.34 means a 34% yield). (1) The reactants are C(=O)(O)[O-].[Na+].[C:6](Cl)(Cl)=[S:7].[CH:10]1([C:13]2[C:22]3[C:17](=[CH:18][CH:19]=[CH:20][CH:21]=3)[C:16]([NH2:23])=[CH:15][CH:14]=2)[CH2:12][CH2:11]1. The catalyst is ClCCl. The product is [CH:10]1([C:13]2[C:22]3[C:17](=[CH:18][CH:19]=[CH:20][CH:21]=3)[C:16]([N:23]=[C:6]=[S:7])=[CH:15][CH:14]=2)[CH2:12][CH2:11]1. The yield is 0.990. (2) The reactants are [Cl:1][CH2:2][C:3](=O)[CH2:4]C(OCC)=O.[C:11]([OH:14])(=[O:13])[CH3:12].[CH:15]([NH2:18])([CH3:17])[CH3:16].[C:19]1(C)C=CC=C[CH:20]=1. The catalyst is C(O)C. The product is [Cl:1][CH2:2][C:3]([NH:18][CH:15]([CH3:17])[CH3:16])=[CH:4][CH2:12][C:11]([O:14][CH2:19][CH3:20])=[O:13]. The yield is 0.820. (3) The reactants are [CH3:1][Si:2]([CH3:28])([CH3:27])[CH2:3][CH2:4][O:5][CH2:6][N:7]1[C:11]2[N:12]=[CH:13][N:14]=[C:15]([C:16]3[CH:17]=[N:18][N:19]([CH:21]([CH2:25][CH3:26])[CH2:22][CH:23]=O)[CH:20]=3)[C:10]=2[CH:9]=[CH:8]1.C(Cl)Cl.C1(P(C2C=CC=CC=2)C2C=CC=CC=2)C=CC=CC=1.[C:51](Br)(Br)([Br:53])[Br:52]. The catalyst is O. The product is [Br:52][C:51]([Br:53])=[CH:23][CH2:22][CH:21]([N:19]1[CH:20]=[C:16]([C:15]2[C:10]3[CH:9]=[CH:8][N:7]([CH2:6][O:5][CH2:4][CH2:3][Si:2]([CH3:28])([CH3:1])[CH3:27])[C:11]=3[N:12]=[CH:13][N:14]=2)[CH:17]=[N:18]1)[CH2:25][CH3:26]. The yield is 0.100.